From a dataset of Forward reaction prediction with 1.9M reactions from USPTO patents (1976-2016). Predict the product of the given reaction. (1) The product is: [C:19]1([C:22]2[CH:23]=[CH:24][CH:25]=[CH:26][CH:27]=2)[CH:18]=[CH:17][C:16]([NH:15][C:13](=[O:14])[C:12]2[CH:28]=[CH:29][C:9]([OH:8])=[C:10]([NH:30][C:31](=[O:39])[CH2:32][N:33]3[CH2:34][CH2:35][O:36][CH2:37][CH2:38]3)[CH:11]=2)=[CH:21][CH:20]=1. Given the reactants C([O:8][C:9]1[CH:29]=[CH:28][C:12]([C:13]([NH:15][C:16]2[CH:21]=[CH:20][C:19]([C:22]3[CH:27]=[CH:26][CH:25]=[CH:24][CH:23]=3)=[CH:18][CH:17]=2)=[O:14])=[CH:11][C:10]=1[NH:30][C:31](=[O:39])[CH2:32][N:33]1[CH2:38][CH2:37][O:36][CH2:35][CH2:34]1)C1C=CC=CC=1, predict the reaction product. (2) Given the reactants [CH3:1][O:2][C:3]1[CH:42]=[C:41]([O:43][CH3:44])[CH:40]=[CH:39][C:4]=1[CH2:5][NH:6][C:7]1[N:15]=[CH:14][N:13]=[C:12]2[C:8]=1[N:9]=[CH:10][N:11]2[C@H:16]1[C@@H:20]2[O:21][C:22]([CH3:25])([CH3:24])[O:23][C@@H:19]2[C@@H:18]([CH2:26][NH:27][CH:28]2[CH2:31][CH:30]([CH2:32][CH2:33][C:34]([O:36][CH2:37][CH3:38])=[O:35])[CH2:29]2)[CH2:17]1.C(#N)C.[CH:48](I)([CH3:50])[CH3:49], predict the reaction product. The product is: [CH3:1][O:2][C:3]1[CH:42]=[C:41]([O:43][CH3:44])[CH:40]=[CH:39][C:4]=1[CH2:5][NH:6][C:7]1[N:15]=[CH:14][N:13]=[C:12]2[C:8]=1[N:9]=[CH:10][N:11]2[C@H:16]1[C@@H:20]2[O:21][C:22]([CH3:25])([CH3:24])[O:23][C@@H:19]2[C@@H:18]([CH2:26][N:27]([CH:48]([CH3:50])[CH3:49])[CH:28]2[CH2:29][CH:30]([CH2:32][CH2:33][C:34]([O:36][CH2:37][CH3:38])=[O:35])[CH2:31]2)[CH2:17]1. (3) Given the reactants [Br:1][C:2]1[CH:3]=[CH:4][CH:5]=[C:6]2[C:28]=1[C:9]1([CH2:14][CH2:13][N:12]([C:15]([O:17][CH:18]3[CH:25]4[CH2:26][CH:21]5[CH2:22][CH:23]([CH2:27][CH:19]3[CH2:20]5)[CH2:24]4)=[O:16])[CH2:11][CH2:10]1)[CH2:8][CH:7]2[CH2:29]C(O)=O.C1(P([N:47]=[N+]=[N-])(C2C=CC=CC=2)=O)C=CC=CC=1.[OH-].[Na+], predict the reaction product. The product is: [NH2:47][CH2:29][CH:7]1[C:6]2[C:28](=[C:2]([Br:1])[CH:3]=[CH:4][CH:5]=2)[C:9]2([CH2:14][CH2:13][N:12]([C:15]([O:17][CH:18]3[CH:25]4[CH2:26][CH:21]5[CH2:22][CH:23]([CH2:27][CH:19]3[CH2:20]5)[CH2:24]4)=[O:16])[CH2:11][CH2:10]2)[CH2:8]1. (4) Given the reactants OCC(CO)O.[OH-:7].[K+].[CH3:9][O:10][C:11]1[CH:20]=[C:19]2[C:14]([C:15](=[O:21])[CH:16]=[CH:17][NH:18]2)=[CH:13][C:12]=1[C:22]#N.Cl.[OH2:25], predict the reaction product. The product is: [CH3:9][O:10][C:11]1[CH:20]=[C:19]2[C:14]([C:15](=[O:21])[CH:16]=[CH:17][NH:18]2)=[CH:13][C:12]=1[C:22]([OH:25])=[O:7].